Dataset: Catalyst prediction with 721,799 reactions and 888 catalyst types from USPTO. Task: Predict which catalyst facilitates the given reaction. (1) Reactant: [CH3:1][S:2][C:3]1[CH:8]=[CH:7][CH:6]=[CH:5][C:4]=1[NH2:9].Cl[C:11]1[C:12]2[C:19]([CH3:20])=[C:18]([CH3:21])[S:17][C:13]=2[N:14]=[CH:15][N:16]=1.CC(O)C.[OH-].[NH4+]. Product: [CH3:20][C:19]1[C:12]2[C:11]([NH:9][C:4]3[CH:5]=[CH:6][CH:7]=[CH:8][C:3]=3[S:2][CH3:1])=[N:16][CH:15]=[N:14][C:13]=2[S:17][C:18]=1[CH3:21]. The catalyst class is: 6. (2) Reactant: C([O:3][C:4]([C:6]1[C:10]([C:11]2[CH:16]=[CH:15][CH:14]=[CH:13][CH:12]=2)=[CH:9][O:8][CH:7]=1)=O)C.[H-].C([Al+]CC(C)C)C(C)C.C(Cl)Cl. Product: [C:11]1([C:10]2[C:6]([CH2:4][OH:3])=[CH:7][O:8][CH:9]=2)[CH:12]=[CH:13][CH:14]=[CH:15][CH:16]=1. The catalyst class is: 11.